This data is from Full USPTO retrosynthesis dataset with 1.9M reactions from patents (1976-2016). The task is: Predict the reactants needed to synthesize the given product. (1) Given the product [C:26]([Si:23]([CH3:24])([CH3:25])[O:22][CH2:21][C:20]([N:12]1[C:13]2[C:18]([F:19])=[CH:17][N:16]=[CH:15][C:14]=2[C:10]([C:8]([C:4]2[CH:3]=[C:2]([NH:1][C:41](=[O:42])[CH2:40][C:37]3[CH:36]=[CH:35][C:34]([C:33]([F:44])([F:32])[F:45])=[CH:39][CH:38]=3)[CH:7]=[N:6][CH:5]=2)=[O:9])=[CH:11]1)([CH3:31])[CH3:30])([CH3:29])([CH3:28])[CH3:27], predict the reactants needed to synthesize it. The reactants are: [NH2:1][C:2]1[CH:3]=[C:4]([C:8]([C:10]2[C:14]3[CH:15]=[N:16][CH:17]=[C:18]([F:19])[C:13]=3[N:12]([C:20]([CH3:31])([CH3:30])[CH2:21][O:22][Si:23]([C:26]([CH3:29])([CH3:28])[CH3:27])([CH3:25])[CH3:24])[CH:11]=2)=[O:9])[CH:5]=[N:6][CH:7]=1.[F:32][C:33]([F:45])([F:44])[C:34]1[CH:39]=[CH:38][C:37]([CH2:40][C:41](O)=[O:42])=[CH:36][CH:35]=1.CCN(C(C)C)C(C)C.C(P1(=O)OP(CCC)(=O)OP(CCC)(=O)O1)CC. (2) Given the product [ClH:1].[ClH:1].[C:2]1([C:8]([C:10]2[N:11]=[C:12]3[CH:17]=[CH:16][C:15]([C:18]4[CH:23]=[CH:22][CH:21]=[CH:20][N:19]=4)=[CH:14][N:13]3[CH:24]=2)=[O:9])[CH:3]=[CH:4][CH:5]=[CH:6][CH:7]=1, predict the reactants needed to synthesize it. The reactants are: [ClH:1].[C:2]1([C:8]([C:10]2[N:11]=[C:12]3[CH:17]=[CH:16][C:15]([C:18]4[CH:23]=[CH:22][CH:21]=[CH:20][N:19]=4)=[CH:14][N:13]3[CH:24]=2)=[O:9])[CH:7]=[CH:6][CH:5]=[CH:4][CH:3]=1.